From a dataset of Forward reaction prediction with 1.9M reactions from USPTO patents (1976-2016). Predict the product of the given reaction. (1) Given the reactants [C:1]1([P:7]([C:37]2[CH:42]=[CH:41][CH:40]=[CH:39][CH:38]=2)[C:8]2[C:21]3[CH:20]4[CH2:22][CH2:23][CH:13]([C:14]5[C:19]4=[C:18]([P:24]([C:31]4[CH:36]=[CH:35][CH:34]=[CH:33][CH:32]=4)[C:25]4[CH:30]=[CH:29][CH:28]=[CH:27][CH:26]=4)[CH:17]=[CH:16][CH:15]=5)[C:12]=3[CH:11]=[CH:10][CH:9]=2)[CH:6]=[CH:5][CH:4]=[CH:3][CH:2]=1.C1(P(C2C=CC=CC=2)Cl)C=CC=CC=1, predict the reaction product. The product is: [C:31]1([P:24]([C:25]2[CH:30]=[CH:29][CH:28]=[CH:27][CH:26]=2)[C:18]2[C:19]3[C:14](=[C:13]4[CH2:23][CH2:22][C:20]=3[C:21]3[C:12]4=[CH:11][CH:10]=[CH:9][C:8]=3[P:7]([C:1]3[CH:2]=[CH:3][CH:4]=[CH:5][CH:6]=3)[C:37]3[CH:38]=[CH:39][CH:40]=[CH:41][CH:42]=3)[CH:15]=[CH:16][CH:17]=2)[CH:36]=[CH:35][CH:34]=[CH:33][CH:32]=1. (2) Given the reactants [NH2:1][C:2]1[CH:3]=[C:4]([N:24]2[CH2:28][CH2:27][O:26][C:25]2=[O:29])[CH:5]=[CH:6][C:7]=1[C:8]([N:10]1[CH2:15][CH2:14][N:13]([C:16]2[C:21]([CH3:22])=[CH:20][C:19]([CH3:23])=[CH:18][N:17]=2)[CH2:12][CH2:11]1)=[O:9].C(N(CC)CC)C.O1CCCC1.Cl[CH2:43][CH2:44][CH2:45][S:46](Cl)(=[O:48])=[O:47], predict the reaction product. The product is: [CH3:22][C:21]1[C:16]([N:13]2[CH2:12][CH2:11][N:10]([C:8]([C:7]3[CH:6]=[CH:5][C:4]([N:24]4[CH2:28][CH2:27][O:26][C:25]4=[O:29])=[CH:3][C:2]=3[N:1]3[CH2:43][CH2:44][CH2:45][S:46]3(=[O:48])=[O:47])=[O:9])[CH2:15][CH2:14]2)=[N:17][CH:18]=[C:19]([CH3:23])[CH:20]=1. (3) Given the reactants [C:1]([NH:4][C:5]1[CH:10]=[C:9]([C:11]2[O:15][C:14]([Br:16])=[C:13]([C:17]([O:19]CC)=[O:18])[CH:12]=2)[C:8]([CH3:22])=[CH:7][N:6]=1)(=[O:3])[CH3:2].Cl, predict the reaction product. The product is: [C:1]([NH:4][C:5]1[CH:10]=[C:9]([C:11]2[O:15][C:14]([Br:16])=[C:13]([C:17]([OH:19])=[O:18])[CH:12]=2)[C:8]([CH3:22])=[CH:7][N:6]=1)(=[O:3])[CH3:2].